Dataset: Full USPTO retrosynthesis dataset with 1.9M reactions from patents (1976-2016). Task: Predict the reactants needed to synthesize the given product. (1) Given the product [CH3:1][C:2]1[CH:3]=[C:4]([C:9](=[O:31])[CH2:10][CH2:11][CH2:12][N:13]2[CH2:14][CH2:15][CH:16]([C:19]3[CH:20]=[C:21]([N:25]([CH3:34])[C:26](=[O:30])[CH:27]([CH3:29])[CH3:28])[CH:22]=[CH:23][CH:24]=3)[CH2:17][CH2:18]2)[CH:5]=[CH:6][C:7]=1[CH3:8], predict the reactants needed to synthesize it. The reactants are: [CH3:1][C:2]1[CH:3]=[C:4]([C:9](=[O:31])[CH2:10][CH2:11][CH2:12][N:13]2[CH2:18][CH2:17][CH:16]([C:19]3[CH:20]=[C:21]([NH:25][C:26](=[O:30])[CH:27]([CH3:29])[CH3:28])[CH:22]=[CH:23][CH:24]=3)[CH2:15][CH2:14]2)[CH:5]=[CH:6][C:7]=1[CH3:8].CI.[CH3:34]C([O-])(C)C.[Na+].C1COCC1. (2) Given the product [NH2:30][C:22]1[C:17]2[S:16][CH:15]=[C:14]([C:12]([NH:11][C:5]3[CH:4]=[C:3]([O:2][CH3:1])[CH:8]=[C:7]([O:9][CH3:10])[CH:6]=3)=[O:13])[C:18]=2[N:19]=[CH:20][N:21]=1, predict the reactants needed to synthesize it. The reactants are: [CH3:1][O:2][C:3]1[CH:4]=[C:5]([NH:11][C:12]([C:14]2[C:18]3[N:19]=[CH:20][N:21]=[C:22](S(C)=O)[C:17]=3[S:16][CH:15]=2)=[O:13])[CH:6]=[C:7]([O:9][CH3:10])[CH:8]=1.C(O)(C)C.[NH3:30]. (3) The reactants are: [OH:1][CH:2]1[CH2:7][CH2:6][NH:5][CH2:4][CH2:3]1.C(O[C:13]([N:15]([C@H:17]([CH2:21][C:22]1[CH:27]=[CH:26][CH:25]=[CH:24][CH:23]=1)[C:18]([OH:20])=O)[CH3:16])=[O:14])(C)(C)C.C(O[C:33]([N:35]([C@H:37]([CH2:41][C:42]1[CH:47]=[CH:46][C:45]([C:48]2[CH:53]=[CH:52][CH:51]=[CH:50][CH:49]=2)=[CH:44][CH:43]=1)C(O)=O)C)=O)(C)(C)C.C(OC([NH:61][C:62]1([CH2:66]/[CH:67]=[CH:68]/[C:69]([OH:71])=O)[CH2:65][CH2:64][CH2:63]1)=O)(C)(C)C. Given the product [CH2:21]([C@@H:17]([N:15]([CH3:16])[C:13]([C@H:37]([N:35]([CH3:33])[C:69](=[O:71])/[CH:68]=[CH:67]/[CH2:66][C:62]1([NH2:61])[CH2:63][CH2:64][CH2:65]1)[CH2:41][C:42]1[CH:47]=[CH:46][C:45]([C:48]2[CH:49]=[CH:50][CH:51]=[CH:52][CH:53]=2)=[CH:44][CH:43]=1)=[O:14])[C:18]([N:5]1[CH2:6][CH2:7][CH:2]([OH:1])[CH2:3][CH2:4]1)=[O:20])[C:22]1[CH:23]=[CH:24][CH:25]=[CH:26][CH:27]=1, predict the reactants needed to synthesize it. (4) Given the product [CH2:11]([O:13][C:14]([N:16]1[CH2:21][CH2:20][CH:19]([NH:22][S:23]([C:26]2[C:35]3[C:30](=[CH:31][CH:32]=[CH:33][CH:34]=3)[C:29]([C:36](=[O:38])[CH3:37])=[CH:28][CH:27]=2)(=[O:24])=[O:25])[CH2:18][CH2:17]1)=[O:15])[CH3:12], predict the reactants needed to synthesize it. The reactants are: C(Cl)(=O)C(Cl)=O.CS(C)=O.[CH2:11]([O:13][C:14]([N:16]1[CH2:21][CH2:20][CH:19]([NH:22][S:23]([C:26]2[C:35]3[C:30](=[CH:31][CH:32]=[CH:33][CH:34]=3)[C:29]([CH:36]([OH:38])[CH3:37])=[CH:28][CH:27]=2)(=[O:25])=[O:24])[CH2:18][CH2:17]1)=[O:15])[CH3:12].C(N(CC)CC)C.